From a dataset of Experimentally validated miRNA-target interactions with 360,000+ pairs, plus equal number of negative samples. Binary Classification. Given a miRNA mature sequence and a target amino acid sequence, predict their likelihood of interaction. (1) The miRNA is rno-miR-212-3p with sequence UAACAGUCUCCAGUCACGGCCA. The protein sequence of the target gene is MSFRKVVRQSKFRHVFGQPVKNDQCYEDIRVSRVTWDSTFCAVNPKFLAVIVEASGGGAFLVLPLSKTGRIDKAYPTVCGHTGPVLDIDWCPHNDEVIASGSEDCTVMVWQIPENGLTSPLTEPVVVLEGHTKRVGIIAWHPTARNVLLSAGCDNVVLIWNVGTAEELYRLDSLHPDLIYNVSWNHNGSLFCSACKDKSVRIIDPRRGTLVAEREKAHEGARPMRAIFLADGKVFTTGFSRMSERQLALWDPENLEEPMALQELDSSNGALLPFYDPDTSVVYVCGKGDSSIRYFEITEE.... Result: 0 (no interaction). (2) The miRNA is hsa-miR-32-5p with sequence UAUUGCACAUUACUAAGUUGCA. The protein sequence of the target gene is MNPRKKVDLKLIIVGAIGVGKTSLLHQYVHKTFYEEYQTTLGASILSKIIILGDTTLKLQIWDTGGQERFRSMVSTFYKGSDGCILAFDVTDLESFEALDIWRGDVLAKIVPMEQSYPMVLLGNKIDLADRKVPQEVAQGWCREKDIPYFEVSAKNDINVVQAFEMLASRALSRYQSILENHLTESIKLSPDQSRSRCC. Result: 1 (interaction). (3) Result: 0 (no interaction). The protein sequence of the target gene is MSQDSVTFADVAVNFTKEEWTLLDPAQRNLYRDVMLENSRNLAFIDWATPCKTKDATPQPDILPKRTFPEANRVCLTSISSQHSTLREDWRCPKTEEPHRQGVNNVKPPAVAPEKDESPVSICEDHEMRNHSKPTCRLVPSQGDSIRQCILTRDSSIFKYNPVLNDSQKTHENNEDDGVLGWNIQWVPCGRKTELKSSTWTGSQNTVHHIRDEIDTGANRHQRNPFGKAFREDGSLRAHNTHGREKMYDFTQCENTSRNNSIHAMQMQLYTAETNKKDCQTGATSANAPNSGSHKSHCTG.... The miRNA is hsa-miR-208a-5p with sequence GAGCUUUUGGCCCGGGUUAUAC. (4) The miRNA is mmu-miR-1894-3p with sequence GCAAGGGAGAGGGUGAAGGGAG. The protein sequence of the target gene is MARLPAGIRFIISFSRDQWYRAFIFILTFLLYASFHLSRKPISIVKGELHKYCTAWDEADVRFSSQNRKSGSAAPHQLPDNETDCGWAPFDKNNYQQLLGALDYSFLCAYAVGMYLSGIIGERLPIRYYLTFGMLASGAFTALFGLGYFYNIHSFGFYVVTQVINGLVQTTGWPSVVTCLGNWFGKGRRGLIMGVWNSHTSVGNILGSLIAGYWVSTCWGLSFVVPGAIVAAMGIVCFLFLIEHPNDVRCSSTLVTHSKGYENGTNRLRLQKQILKSEKNKPLDPEMQCLLLSDGKGSIH.... Result: 0 (no interaction). (5) The miRNA is hsa-miR-4524b-3p with sequence GAGACAGGUUCAUGCUGCUA. The protein sequence of the target gene is MAAAGVVSGKIIYEQEGVYIHSSCGKTNDQDGLISGILRVLEKDAEVIVDWRPLDDALDSSSILYARKDSSSVVEWTQAPKERGHRGSEHLNSYEAEWDMVNTVSFKRKPHTNGDAPSHRNGKSKWSFLFSLTDLKSIKQNKEGMGWSYLVFCLKDDVVLPALHFHQGDSKLLIESLEKYVVLCESPQDKRTLLVNCQNKSLSQSFENLLDEPAYGLIQAGLLDRRKLLWAIHHWKKIKKDPYTATMIGFSKVTNYIFDSLRGSDPSTHQRPPSEMADFLSDAIPGLKINQQEEPGFEVI.... Result: 1 (interaction). (6) The miRNA is mmu-miR-185-5p with sequence UGGAGAGAAAGGCAGUUCCUGA. The protein sequence of the target gene is MKKSYSGVTRTSSGRLRRLADPTGPALKRSFEVEEIEPPNSTPPRRVQTPLLRATVASSSQKFQDLGVKNSEPAARLVDSLSQRSPKPSLRRVELAGAKAPEPMSRRTEISIDISSKQVESTASAAGPSRFGLKRAEVLGHKTPEPVPRRTEITIVKPQESVLRRVETPASKIPEGSAVPATDAAPKRVEIQVPKPAEAPNCPLPSQTLENSEAPMSQLQSRLEPRPSVAEVPYRNQEDSEVTPSCVGDMADNPRDAMLKQAPASRNEKAPMEFGYVGIDSILEQMRRKAMKQGFEFNIM.... Result: 1 (interaction). (7) The miRNA is mmu-miR-692 with sequence AUCUCUUUGAGCGCCUCACUC. The protein sequence of the target gene is MAQPRIPAARGAAASLQAQNGAASASGSPYTNGPVHNTLMSPQVSSSQGYDSQPPGSYPRPMPAKTLNPFSAQSNYGGSQGSGQTLNSPLVTSGPVLPSLHSGPVPRMPLPTSQNPAATPMPSGSFLPGANPPPPLNWQYNYPSTGPQTNHFPHVAPPTLPGNPNLTADHQYVSSGDPALQTSFKKPGSALPLQNPPLPPTFQPGAPPGPPPAGGPPPSRGPAPQKTPPRAAPPPSFNSAVNQEGITSNANNGSTAAHNTYDEIEGGGFLATPQLVNQNPKTSRSVGSAYPSLPPGYQNS.... Result: 0 (no interaction). (8) The miRNA is hsa-miR-486-3p with sequence CGGGGCAGCUCAGUACAGGAU. The protein sequence of the target gene is MAAQRLGKRVLSKLQSPSRARGPGGSPGGLQKRHARVTVKYDRRELQRRLDVEKWIDGRLEELYRGMEADMPDEINIDELLELESEEERSRKIQGLLKSCGKPVEDFIQELLAKLQGLHRQPGLRQPSPSHDGSLSPLQDRARTAHP. Result: 1 (interaction).